From a dataset of Full USPTO retrosynthesis dataset with 1.9M reactions from patents (1976-2016). Predict the reactants needed to synthesize the given product. (1) Given the product [Cl:20][C:21]1[CH:28]=[CH:27][C:24]([CH2:25][N:17]2[CH2:18][CH2:19][CH:14]([NH:13][C:5]3[N:4]([CH3:3])[C:8]4[CH:9]=[CH:10][CH:11]=[CH:12][C:7]=4[N:6]=3)[CH2:15][CH2:16]2)=[CH:23][C:22]=1[O:29][CH2:30][CH3:31], predict the reactants needed to synthesize it. The reactants are: Cl.Cl.[CH3:3][N:4]1[C:8]2[CH:9]=[CH:10][CH:11]=[CH:12][C:7]=2[N:6]=[C:5]1[NH:13][CH:14]1[CH2:19][CH2:18][NH:17][CH2:16][CH2:15]1.[Cl:20][C:21]1[CH:28]=[CH:27][C:24]([CH:25]=O)=[CH:23][C:22]=1[O:29][CH2:30][CH3:31]. (2) Given the product [ClH:17].[CH2:12]([C:11]1[CH:10]=[C:9]([CH3:8])[N:5]=[C:3]([OH:4])[N+:2]=1[O-:1])[CH3:13], predict the reactants needed to synthesize it. The reactants are: [OH:1][NH:2][C:3]([NH2:5])=[O:4].CO.[CH3:8][C:9](=O)[CH2:10][C:11](=O)[CH2:12][CH3:13].O.[ClH:17]. (3) The reactants are: C([O:8][N:9]1[C:14]2[N:15]=[CH:16][N:17]=[CH:18][C:13]=2[C:12]([N:19]2[CH2:28][CH2:27][C:26]3[C:21](=[CH:22][CH:23]=[CH:24][CH:25]=3)[CH2:20]2)=[CH:11][C:10]1=[O:29])C1C=CC=CC=1.[H][H]. Given the product [CH2:20]1[C:21]2[C:26](=[CH:25][CH:24]=[CH:23][CH:22]=2)[CH2:27][CH2:28][N:19]1[C:12]1[C:13]2[CH:18]=[N:17][CH:16]=[N:15][C:14]=2[N:9]([OH:8])[C:10](=[O:29])[CH:11]=1, predict the reactants needed to synthesize it. (4) Given the product [C:8]1([C:36]2[CH:37]=[CH:38][CH:39]=[CH:40][CH:41]=2)[CH:13]=[CH:12][C:11]([NH:14][C:15]2[CH:27]=[C:26]([CH2:28][CH2:29][C:30]3[CH:35]=[CH:34][CH:33]=[CH:32][CH:31]=3)[CH:25]=[CH:24][C:16]=2[C:17]([OH:19])=[O:18])=[CH:10][CH:9]=1, predict the reactants needed to synthesize it. The reactants are: FC(F)(F)C(O)=O.[C:8]1([C:36]2[CH:41]=[CH:40][CH:39]=[CH:38][CH:37]=2)[CH:13]=[CH:12][C:11]([NH:14][C:15]2[CH:27]=[C:26]([CH2:28][CH2:29][C:30]3[CH:35]=[CH:34][CH:33]=[CH:32][CH:31]=3)[CH:25]=[CH:24][C:16]=2[C:17]([O:19]C(C)(C)C)=[O:18])=[CH:10][CH:9]=1. (5) Given the product [CH2:1]1[O:11][C:10]2[C:3](=[C:4]([CH:7]=[CH:8][CH:9]=2)[C:5]([OH:13])=[O:6])[O:2]1, predict the reactants needed to synthesize it. The reactants are: [CH2:1]1[O:11][C:10]2[C:3](=[C:4]([CH:7]=[CH:8][CH:9]=2)[CH:5]=[O:6])[O:2]1.C(=O)([O-])[O-:13].[K+].[K+].OO.